From a dataset of Forward reaction prediction with 1.9M reactions from USPTO patents (1976-2016). Predict the product of the given reaction. (1) Given the reactants [Cl:1][C:2]1[CH:7]=[CH:6][CH:5]=[CH:4][C:3]=1[C:8]1[CH:17]=[C:16]([NH:18][C:19](=[O:23])[CH:20]([CH3:22])[CH3:21])[CH:15]=[C:14]2[C:9]=1[CH2:10][CH2:11][NH:12][CH2:13]2.C(N(CC)CC)C.[C:31](Cl)(=[O:38])[C:32]1[CH:37]=[CH:36][CH:35]=[CH:34][CH:33]=1, predict the reaction product. The product is: [C:31]([N:12]1[CH2:11][CH2:10][C:9]2[C:14](=[CH:15][C:16]([NH:18][C:19](=[O:23])[CH:20]([CH3:21])[CH3:22])=[CH:17][C:8]=2[C:3]2[CH:4]=[CH:5][CH:6]=[CH:7][C:2]=2[Cl:1])[CH2:13]1)(=[O:38])[C:32]1[CH:37]=[CH:36][CH:35]=[CH:34][CH:33]=1. (2) Given the reactants [CH2:1]([O:4][CH2:5][CH2:6][OH:7])[CH:2]=[CH2:3].[H-].[Na+].Br[CH2:11][C:12]([OH:14])=[O:13], predict the reaction product. The product is: [C:12]([OH:14])(=[O:13])[CH2:11][O:7][CH2:6][CH2:5][O:4][CH2:1][CH:2]=[CH2:3].